This data is from Catalyst prediction with 721,799 reactions and 888 catalyst types from USPTO. The task is: Predict which catalyst facilitates the given reaction. (1) Reactant: C([O:5][C:6](=[O:21])[CH2:7][CH2:8][CH2:9][CH2:10][C:11]1[CH:12]=[CH:13][C:14]2[O:15][CH2:16][CH2:17][NH:18][C:19]=2[N:20]=1)CCC.[OH-].[Na+].Cl. Product: [O:15]1[CH2:16][CH2:17][NH:18][C:19]2[N:20]=[C:11]([CH2:10][CH2:9][CH2:8][CH2:7][C:6]([OH:21])=[O:5])[CH:12]=[CH:13][C:14]1=2. The catalyst class is: 5. (2) Product: [CH2:1]=[CH:2][CH2:3][CH2:4][CH2:5][CH2:6][CH2:7][CH3:8].[C:9]([CH:13]=[CH:14][C:15]1[CH:16]=[CH:17][CH:18]=[CH:19][CH:20]=1)([CH3:12])([CH3:10])[CH3:11].[CH:2]([C:3]1[CH:8]=[CH:7][CH:6]=[CH:5][C:4]=1[CH:9]=[CH2:10])=[CH2:1]. Reactant: [CH2:1]=[CH:2][CH2:3][CH2:4][CH2:5][CH2:6][CH2:7][CH3:8].[C:9]([CH:13]=[CH:14][C:15]1[CH:20]=[CH:19][CH:18]=[CH:17][CH:16]=1)([CH3:12])([CH3:11])[CH3:10]. The catalyst class is: 11.